From a dataset of Reaction yield outcomes from USPTO patents with 853,638 reactions. Predict the reaction yield, written as a fraction of the theoretical maximum amount of product (1.0 means a 100% yield; for example, 0.34 means a 34% yield). (1) The reactants are [CH3:1][N:2]([CH3:47])[C:3]([NH:5][C:6]1[CH:11]=[CH:10][C:9]([C:12]2[C:16]([C:17]3[CH:22]=[CH:21][N:20]=[C:19]4[NH:23][C:24]([C:26]5[CH:31]=[CH:30][CH:29]=[C:28]([CH2:32][N:33]([CH3:35])[CH3:34])[CH:27]=5)=[CH:25][C:18]=34)=[CH:15][N:14]([CH2:36][CH2:37][N:38](C)[C:39](=O)OC(C)(C)C)[N:13]=2)=[CH:8][CH:7]=1)=[O:4].C(O)(C(F)(F)F)=O. The catalyst is C(Cl)Cl. The product is [CH3:34][N:33]([CH2:32][C:28]1[CH:27]=[C:26]([C:24]2[NH:23][C:19]3=[N:20][CH:21]=[CH:22][C:17]([C:16]4[C:12]([C:9]5[CH:8]=[CH:7][C:6]([NH:5][C:3](=[O:4])[N:2]([CH3:47])[CH3:1])=[CH:11][CH:10]=5)=[N:13][N:14]([CH2:36][CH2:37][NH:38][CH3:39])[CH:15]=4)=[C:18]3[CH:25]=2)[CH:31]=[CH:30][CH:29]=1)[CH3:35]. The yield is 0.950. (2) The reactants are [F:1][C:2]1[CH:3]=[C:4]([C:9]2[CH:10]=[C:11]([CH2:20]OS(C)(=O)=O)[C:12](=[O:19])[N:13]([CH2:15][CH:16]([CH3:18])[CH3:17])[N:14]=2)[CH:5]=[CH:6][C:7]=1[CH3:8].[CH3:26][N:27]1[CH2:32][CH2:31][NH:30][CH2:29][CH2:28]1. No catalyst specified. The product is [F:1][C:2]1[CH:3]=[C:4]([C:9]2[CH:10]=[C:11]([CH2:20][N:30]3[CH2:31][CH2:32][N:27]([CH3:26])[CH2:28][CH2:29]3)[C:12](=[O:19])[N:13]([CH2:15][CH:16]([CH3:18])[CH3:17])[N:14]=2)[CH:5]=[CH:6][C:7]=1[CH3:8]. The yield is 0.934. (3) No catalyst specified. The product is [Cl:1][CH2:2][CH2:3][CH2:4][SiH2:5][CH:7]=[C:13]([CH3:17])[CH3:14]. The yield is 0.960. The reactants are [Cl:1][CH2:2][CH2:3][CH2:4][Si:5](Cl)([CH3:7])C.C([Mg]Cl)=C.[CH2:13]1[CH2:17]OC[CH2:14]1. (4) The yield is 0.580. The product is [CH2:17]([N:12]1[CH2:13][CH:14]2[C:3]([C:5]3[CH:10]=[CH:9][CH:8]=[CH:7][C:6]=3[F:11])([NH:19][O:23][CH2:21]2)[CH2:2]1)[CH:16]=[CH2:15]. The reactants are Br[CH2:2][C:3]([C:5]1[CH:10]=[CH:9][CH:8]=[CH:7][C:6]=1[F:11])=O.[N:12]1[CH:17]=[CH:16][CH:15]=[CH:14][CH:13]=1.Cl.[NH2:19]O.[CH2:21]([OH:23])C. No catalyst specified. (5) The product is [CH3:1][O:2][C:3]1[CH:4]=[C:5]2[C:10](=[CH:11][C:12]=1[O:13][CH3:14])[N:9]=[CH:8][CH:7]=[C:6]2[O:15][C:16]1[CH:22]=[CH:21][C:19]([NH:20][C:41](=[O:47])[O:40][CH2:38][C:53]2[CH:56]=[CH:57][C:50]([F:49])=[CH:51][CH:52]=2)=[CH:18][CH:17]=1. The reactants are [CH3:1][O:2][C:3]1[CH:4]=[C:5]2[C:10](=[CH:11][C:12]=1[O:13][CH3:14])[N:9]=[CH:8][CH:7]=[C:6]2[O:15][C:16]1[CH:22]=[CH:21][C:19]([NH2:20])=[CH:18][CH:17]=1.C1(C)C=CC=CC=1.C(N(CC)CC)C.Cl[C:38](Cl)([O:40][C:41](=[O:47])OC(Cl)(Cl)Cl)Cl.[F:49][C:50]1[CH:57]=[CH:56][C:53](CO)=[CH:52][CH:51]=1. The yield is 0.580. The catalyst is C(Cl)Cl.